This data is from Catalyst prediction with 721,799 reactions and 888 catalyst types from USPTO. The task is: Predict which catalyst facilitates the given reaction. (1) Reactant: [OH:1][C:2]1[CH:9]=[CH:8][C:5]([CH:6]=[O:7])=[CH:4][CH:3]=1.C(=O)([O-])[O-].[K+].[K+].[CH2-:16][C:17]([CH3:19])=[O:18].Cl[CH2:21][C@H:22]([OH:25])[CH2:23]O.O. Product: [CH3:16][C:17]1([CH3:19])[O:25][C@@H:22]([CH2:23][O:1][C:2]2[CH:9]=[CH:8][C:5]([CH:6]=[O:7])=[CH:4][CH:3]=2)[CH2:21][O:18]1. The catalyst class is: 3. (2) Reactant: C[NH:2][CH2:3][C:4]([OH:6])=[O:5].[C:7]([C:10]1[C:11](=[O:20])[O:12][C:13]2[C:18]([CH:19]=1)=[CH:17][CH:16]=[CH:15][CH:14]=2)([OH:9])=O.[CH2:21](Cl)Cl. Product: [CH3:21][O:6][C:4](=[O:5])[CH2:3][NH:2][C:7]([C:10]1[C:11](=[O:20])[O:12][C:13]2[C:18]([CH:19]=1)=[CH:17][CH:16]=[CH:15][CH:14]=2)=[O:9]. The catalyst class is: 142. (3) Reactant: Br[C:2]1[S:3][CH:4]=[C:5]2[C:9](=[O:10])[N:8]([CH:11]([CH2:20][CH2:21][CH2:22][CH2:23][CH2:24][CH2:25][CH2:26][CH3:27])[CH2:12][CH2:13][CH2:14][CH2:15][CH2:16][CH2:17][CH2:18][CH3:19])[C:7](=[O:28])[C:6]=12.[CH3:38][CH2:39][CH2:40][CH2:41][Sn]([CH2:38][CH2:39][CH2:40][CH3:41])[CH2:51][CH2:52][CH2:53][CH3:54].[CH3:38][CH2:39][CH2:40][CH2:41][Sn]([CH2:51][CH2:52][CH2:53][CH3:54])[CH2:51][CH2:52][CH2:53][CH3:54]. Product: [CH3:19][CH2:18][CH2:17][CH2:16][CH2:15][CH2:14][CH2:13][CH2:12][CH:11]([N:8]1[C:9](=[O:10])[C:5]2=[CH:4][S:3][C:2]([C:4]3[S:3][CH:2]=[C:6]4[C:7](=[O:28])[N:8]([CH:11]([CH2:51][CH2:52][CH2:53][CH2:54][CH2:38][CH2:39][CH2:40][CH3:41])[CH2:12][CH2:13][CH2:14][CH2:15][CH2:16][CH2:17][CH2:18][CH3:19])[C:9](=[O:10])[C:5]=34)=[C:6]2[C:7]1=[O:28])[CH2:20][CH2:21][CH2:22][CH2:23][CH2:24][CH2:25][CH2:26][CH3:27]. The catalyst class is: 187.